From a dataset of Catalyst prediction with 721,799 reactions and 888 catalyst types from USPTO. Predict which catalyst facilitates the given reaction. (1) Reactant: [OH:1][CH:2]([C:16]1[S:17][CH:18]=[C:19]([C:22]([O:24][CH3:25])=[O:23])[C:20]=1[CH3:21])[CH:3]1[CH2:8][CH2:7][N:6]([C:9]([O:11][C:12]([CH3:15])([CH3:14])[CH3:13])=[O:10])[CH2:5][CH2:4]1.N1C=CC=CC=1.CC(OI1(OC(C)=O)(OC(C)=O)OC(=O)C2C=CC=CC1=2)=O.O.O.O.O.O.S([O-])([O-])(=O)=S.[Na+].[Na+].C([O-])(O)=O.[Na+]. Product: [CH3:25][O:24][C:22]([C:19]1[C:20]([CH3:21])=[C:16]([C:2]([CH:3]2[CH2:8][CH2:7][N:6]([C:9]([O:11][C:12]([CH3:14])([CH3:13])[CH3:15])=[O:10])[CH2:5][CH2:4]2)=[O:1])[S:17][CH:18]=1)=[O:23]. The catalyst class is: 2. (2) Reactant: [Cl:1][C:2]1[CH:7]=[CH:6][C:5]([NH:8][C:9]2[C:10]([CH:22]=[N:23]O)=[N:11][CH:12]=[C:13]([N:15]3[C:19]([CH3:20])=[CH:18][C:17]([CH3:21])=[N:16]3)[N:14]=2)=[CH:4][CH:3]=1.CO. Product: [NH2:23][CH2:22][C:10]1[C:9]([NH:8][C:5]2[CH:4]=[CH:3][C:2]([Cl:1])=[CH:7][CH:6]=2)=[N:14][C:13]([N:15]2[C:19]([CH3:20])=[CH:18][C:17]([CH3:21])=[N:16]2)=[CH:12][N:11]=1. The catalyst class is: 470. (3) Reactant: [CH3:1][S:2][C:3]1[N:8]=[C:7]([N:9]2[CH2:14]C[CH2:12][N:11]3[C:15](=[O:25])[CH:16]=[C:17]([C:19]4[CH:24]=[CH:23][CH:22]=[CH:21][CH:20]=4)[CH:18]=[C:10]23)[CH:6]=[CH:5][N:4]=1.C1(C2C=C3NCCN3C(=O)C=2)C=CC=CC=1.CC(C)([O-])C.[Na+].C1C=CC(P(C2C(C3C(P(C4C=CC=CC=4)C4C=CC=CC=4)=CC=C4C=3C=CC=C4)=C3C(C=CC=C3)=CC=2)C2C=CC=CC=2)=CC=1.ClC1C=CN=C(SC)N=1. Product: [CH3:1][S:2][C:3]1[N:8]=[C:7]([N:9]2[C:10]3=[CH:18][C:17]([C:19]4[CH:20]=[CH:21][CH:22]=[CH:23][CH:24]=4)=[CH:16][C:15](=[O:25])[N:11]3[CH2:12][CH2:14]2)[CH:6]=[CH:5][N:4]=1. The catalyst class is: 11. (4) Reactant: [NH2:1][CH:2]1[CH2:7][CH2:6][N:5]([CH2:8][CH2:9][OH:10])[CH2:4][CH2:3]1.N1([O:20][C:21](=O)[C:22]2[CH:27]=[CH:26][C:25]([NH2:28])=[C:24]([O:29][CH3:30])[CH:23]=2)C2C=CC=CC=2N=N1.CN(C)C=O.C(N(CC)CC)C. Product: [NH2:28][C:25]1[CH:26]=[CH:27][C:22]([C:21]([NH:1][CH:2]2[CH2:7][CH2:6][N:5]([CH2:8][CH2:9][OH:10])[CH2:4][CH2:3]2)=[O:20])=[CH:23][C:24]=1[O:29][CH3:30]. The catalyst class is: 4. (5) Reactant: ClC(Cl)(Cl)[C:3]([NH:5][C:6]1[CH:11]=[CH:10][C:9]([Cl:12])=[C:8]([C:13]([F:16])([F:15])[F:14])[CH:7]=1)=[O:4].N12CCCN=C1CCCCC2.[NH2:30][C:31]1[CH:47]=[CH:46][C:34]([O:35][C:36]2[CH:41]=[CH:40][N:39]=[C:38]([C:42]([NH:44][CH3:45])=[O:43])[CH:37]=2)=[CH:33][CH:32]=1. Product: [Cl:12][C:9]1[CH:10]=[CH:11][C:6]([NH:5][C:3](=[O:4])[NH:30][C:31]2[CH:47]=[CH:46][C:34]([O:35][C:36]3[CH:41]=[CH:40][N:39]=[C:38]([C:42]([NH:44][CH3:45])=[O:43])[CH:37]=3)=[CH:33][CH:32]=2)=[CH:7][C:8]=1[C:13]([F:16])([F:15])[F:14]. The catalyst class is: 42.